Dataset: Reaction yield outcomes from USPTO patents with 853,638 reactions. Task: Predict the reaction yield, written as a fraction of the theoretical maximum amount of product (1.0 means a 100% yield; for example, 0.34 means a 34% yield). The reactants are C([O:8][C:9]1[C:14]([CH3:15])=[CH:13][C:12]([C:16]2[N:17]=[CH:18][C:19]3[C:24]([CH:25]=2)=[CH:23][C:22]([O:26][CH3:27])=[CH:21][C:20]=3[O:28][CH3:29])=[CH:11][C:10]=1[CH3:30])C1C=CC=CC=1. The catalyst is [Pd].CO.C(OCC)(=O)C. The product is [CH3:27][O:26][C:22]1[CH:23]=[C:24]2[C:19](=[C:20]([O:28][CH3:29])[CH:21]=1)[CH:18]=[N:17][C:16]([C:12]1[CH:13]=[C:14]([CH3:15])[C:9]([OH:8])=[C:10]([CH3:30])[CH:11]=1)=[CH:25]2. The yield is 0.970.